From a dataset of Full USPTO retrosynthesis dataset with 1.9M reactions from patents (1976-2016). Predict the reactants needed to synthesize the given product. (1) Given the product [Br:1][C:2]1[CH:33]=[CH:32][C:31]([O:34][CH3:35])=[CH:30][C:3]=1[NH:4][C:5]1[C:14]2[C:9](=[CH:10][CH:11]=[CH:12][C:13]=2[O:15][CH2:16][CH:17]2[CH2:18][CH2:19][NH:20][CH2:21][CH2:22]2)[N:8]=[CH:7][N:6]=1, predict the reactants needed to synthesize it. The reactants are: [Br:1][C:2]1[CH:33]=[CH:32][C:31]([O:34][CH3:35])=[CH:30][C:3]=1[NH:4][C:5]1[C:14]2[C:9](=[CH:10][CH:11]=[CH:12][C:13]=2[O:15][CH2:16][CH:17]2[CH2:22][CH2:21][N:20](C(OC(C)(C)C)=O)[CH2:19][CH2:18]2)[N:8]=[CH:7][N:6]=1.FC(F)(F)C(O)=O. (2) The reactants are: [CH3:1][C:2]1[NH:3][C:4](=[O:26])[C:5]([CH2:11][C:12]2[CH:17]=[CH:16][C:15]([C:18]3[C:19]([C:24]#[N:25])=[CH:20][CH:21]=[CH:22][CH:23]=3)=[CH:14][CH:13]=2)=[C:6]([CH2:8][CH2:9][CH3:10])[N:7]=1.[CH3:27][C:28]1([CH3:40])[CH2:32][C:31]2[CH:33]=[C:34](B(O)O)[CH:35]=[CH:36][C:30]=2[O:29]1.C(N(CC)CC)C.N1C=CC=CC=1. Given the product [CH3:27][C:28]1([CH3:40])[CH2:32][C:31]2[CH:33]=[C:34]([N:3]3[C:4](=[O:26])[C:5]([CH2:11][C:12]4[CH:17]=[CH:16][C:15]([C:18]5[C:19]([C:24]#[N:25])=[CH:20][CH:21]=[CH:22][CH:23]=5)=[CH:14][CH:13]=4)=[C:6]([CH2:8][CH2:9][CH3:10])[N:7]=[C:2]3[CH3:1])[CH:35]=[CH:36][C:30]=2[O:29]1, predict the reactants needed to synthesize it. (3) Given the product [F:19][C:16]1[CH:17]=[CH:18][C:13]([S:10]([C@H:8]2[CH2:7][N:6]([C:24]3[N:25]([C:30]4[CH:31]=[CH:32][C:33]([C:36]([F:39])([F:38])[F:37])=[CH:34][CH:35]=4)[N:26]=[C:27]([CH3:29])[CH:28]=3)[C@H:5]([C:3]([OH:4])=[O:2])[CH2:9]2)(=[O:12])=[O:11])=[C:14]([C:20]([F:23])([F:21])[F:22])[CH:15]=1, predict the reactants needed to synthesize it. The reactants are: C[O:2][C:3]([C@@H:5]1[CH2:9][C@@H:8]([S:10]([C:13]2[CH:18]=[CH:17][C:16]([F:19])=[CH:15][C:14]=2[C:20]([F:23])([F:22])[F:21])(=[O:12])=[O:11])[CH2:7][N:6]1[C:24]1[N:25]([C:30]2[CH:35]=[CH:34][C:33]([C:36]([F:39])([F:38])[F:37])=[CH:32][CH:31]=2)[N:26]=[C:27]([CH3:29])[CH:28]=1)=[O:4].[OH-].[Li+]. (4) Given the product [Cl:11][C:9]1[CH:10]=[C:5]2[O:4][CH2:3][C:2](=[O:19])[C:6]2=[N:7][CH:8]=1, predict the reactants needed to synthesize it. The reactants are: N[C:2]1[C:6]2=[N:7][CH:8]=[C:9]([Cl:11])[CH:10]=[C:5]2[O:4][C:3]=1C(OCC)=O.Cl.C([O-])(O)=[O:19].[Na+]. (5) The reactants are: ClC1C=C(Cl)C=CC=1C1C(C2NC=CN=2)=CN=C(CCN)N=1.Cl[C:24]1[N:29]=[C:28]([NH:30][CH3:31])[C:27]([N+:32]([O-:34])=[O:33])=[CH:26][CH:25]=1.[Cl:35][C:36]1[CH:41]=[C:40]([Cl:42])[CH:39]=[CH:38][C:37]=1[C:43]1[C:48]([C:49]2[NH:50][CH:51]=[CH:52][N:53]=2)=[CH:47][N:46]=[C:45]([NH:54][CH2:55][CH2:56][NH:57]C2C=CC([N+]([O-])=O)=C(OC)N=2)[N:44]=1. Given the product [Cl:35][C:36]1[CH:41]=[C:40]([Cl:42])[CH:39]=[CH:38][C:37]=1[C:43]1[C:48]([C:49]2[NH:53][CH:52]=[CH:51][N:50]=2)=[CH:47][N:46]=[C:45]([NH:54][CH2:55][CH2:56][NH:57][C:24]2[CH:25]=[CH:26][C:27]([N+:32]([O-:34])=[O:33])=[C:28]([NH:30][CH3:31])[N:29]=2)[N:44]=1, predict the reactants needed to synthesize it. (6) The reactants are: C(O[C:4](=[O:16])[C:5]1[CH:10]=[C:9]([N+:11]([O-:13])=[O:12])[CH:8]=[CH:7][C:6]=1[CH2:14]Br)C.[CH3:17][O:18][C:19](=[O:29])[CH2:20][O:21][C:22]1[CH:27]=[CH:26][C:25]([NH2:28])=[CH:24][CH:23]=1.NC1C=CC=CC=1. Given the product [CH3:17][O:18][C:19](=[O:29])[CH2:20][O:21][C:22]1[CH:27]=[CH:26][C:25]([N:28]2[CH2:14][C:6]3[C:5](=[CH:10][C:9]([N+:11]([O-:13])=[O:12])=[CH:8][CH:7]=3)[C:4]2=[O:16])=[CH:24][CH:23]=1, predict the reactants needed to synthesize it. (7) Given the product [Cl:1][C:2]1[CH:3]=[C:4]([C:5]([OH:7])=[O:6])[CH:8]=[C:9]([N+:12]([O-:14])=[O:13])[C:10]=1[C:11]([OH:15])=[O:21], predict the reactants needed to synthesize it. The reactants are: [Cl:1][C:2]1[CH:3]=[C:4]([CH:8]=[C:9]([N+:12]([O-:14])=[O:13])[C:10]=1[CH3:11])[C:5]([OH:7])=[O:6].[O-:15][Mn](=O)(=O)=O.[K+].[OH2:21].